Dataset: Full USPTO retrosynthesis dataset with 1.9M reactions from patents (1976-2016). Task: Predict the reactants needed to synthesize the given product. (1) Given the product [Cl:20][C:17]1[CH:18]=[CH:19][C:14]([CH:7]([NH:6][C:4]([CH2:3][NH:2][C:31]([C:27]2[CH:26]=[C:25]3[C:30](=[CH:29][CH:28]=2)[N:21]=[CH:22][CH:23]=[N:24]3)=[O:32])=[O:5])[C:8]2[CH:13]=[CH:12][CH:11]=[CH:10][CH:9]=2)=[CH:15][CH:16]=1, predict the reactants needed to synthesize it. The reactants are: Cl.[NH2:2][CH2:3][C:4]([NH:6][CH:7]([C:14]1[CH:19]=[CH:18][C:17]([Cl:20])=[CH:16][CH:15]=1)[C:8]1[CH:13]=[CH:12][CH:11]=[CH:10][CH:9]=1)=[O:5].[N:21]1[C:30]2[C:25](=[CH:26][C:27]([C:31](O)=[O:32])=[CH:28][CH:29]=2)[N:24]=[CH:23][CH:22]=1. (2) Given the product [Br:14][C:9]1[CH:8]=[CH:7][N:6]=[C:5]([C:1]([CH3:4])([CH3:3])[CH3:2])[CH:10]=1, predict the reactants needed to synthesize it. The reactants are: [C:1]([C:5]1[NH:6][CH:7]=[CH:8][C:9](=O)[CH:10]=1)([CH3:4])([CH3:3])[CH3:2].P(Br)(Br)([Br:14])=O. (3) Given the product [Br:1][C:2]1[CH:3]=[C:4]([C:13]2[CH2:17][C:16]([C:22]3[CH:27]=[C:26]([Cl:28])[CH:25]=[C:24]([Cl:29])[CH:23]=3)([C:18]([F:21])([F:19])[F:20])[O:15][N:14]=2)[CH:5]=[CH:6][C:7]=1[SH:8], predict the reactants needed to synthesize it. The reactants are: [Br:1][C:2]1[CH:3]=[C:4]([C:13]2[CH2:17][C:16]([C:22]3[CH:27]=[C:26]([Cl:28])[CH:25]=[C:24]([Cl:29])[CH:23]=3)([C:18]([F:21])([F:20])[F:19])[O:15][N:14]=2)[CH:5]=[CH:6][C:7]=1[S:8]C(C)(C)C.C1(C)C=CC(S(O)(=O)=O)=CC=1. (4) The reactants are: [CH:1]1([CH2:4][O:5][C:6]2[CH:14]=[CH:13][C:9]3[O:10][CH2:11][O:12][C:8]=3[C:7]=2[C:15]2[C:16]3[NH:23][C:22]([CH3:24])=[C:21]([C:25](O)=[O:26])[C:17]=3[N:18]=[CH:19][N:20]=2)[CH2:3][CH2:2]1.Cl.[NH2:29][C@@H:30]([CH2:60][CH3:61])[C:31]([N:33]1[CH2:38][CH2:37][CH:36]([N:39]2[N:48]=[C:47]([C:49]3[CH:54]=[CH:53][C:52]([O:55][CH3:56])=[C:51]([O:57][CH3:58])[CH:50]=3)[C@@H:46]3[C@@H:41]([CH2:42][CH2:43][CH2:44][CH2:45]3)[C:40]2=[O:59])[CH2:35][CH2:34]1)=[O:32].CN(C(ON1N=NC2C=CC=CC1=2)=[N+](C)C)C.F[P-](F)(F)(F)(F)F.CCN(C(C)C)C(C)C.C(=O)(O)[O-].[Na+]. Given the product [CH:1]1([CH2:4][O:5][C:6]2[CH:14]=[CH:13][C:9]3[O:10][CH2:11][O:12][C:8]=3[C:7]=2[C:15]2[C:16]3[NH:23][C:22]([CH3:24])=[C:21]([C:25]([NH:29][C@@H:30]([CH2:60][CH3:61])[C:31]([N:33]4[CH2:34][CH2:35][CH:36]([N:39]5[N:48]=[C:47]([C:49]6[CH:54]=[CH:53][C:52]([O:55][CH3:56])=[C:51]([O:57][CH3:58])[CH:50]=6)[C@@H:46]6[C@@H:41]([CH2:42][CH2:43][CH2:44][CH2:45]6)[C:40]5=[O:59])[CH2:37][CH2:38]4)=[O:32])=[O:26])[C:17]=3[N:18]=[CH:19][N:20]=2)[CH2:3][CH2:2]1, predict the reactants needed to synthesize it.